From a dataset of Forward reaction prediction with 1.9M reactions from USPTO patents (1976-2016). Predict the product of the given reaction. (1) Given the reactants [F:1][C:2]1[CH:10]=[CH:9][C:5]([CH2:6][NH:7][CH3:8])=[C:4]([S:11][CH3:12])[CH:3]=1.C(N(C(C)C)CC)(C)C.[CH3:22][C:23]1([CH3:33])[O:27][C:26](=[CH:28][C:29](Cl)=[O:30])[C:25](=[O:32])[O:24]1, predict the reaction product. The product is: [CH3:22][C:23]1([CH3:33])[O:27][C:26](=[CH:28][C:29]([N:7]([CH2:6][C:5]2[CH:9]=[CH:10][C:2]([F:1])=[CH:3][C:4]=2[S:11][CH3:12])[CH3:8])=[O:30])[C:25](=[O:32])[O:24]1. (2) The product is: [CH3:1][C:2]1([CH3:12])[C:10]2[C:5](=[CH:6][CH:7]=[CH:8][CH:9]=2)[C@@H:4]([NH:20][C@H:19]([C:13]2[CH:18]=[CH:17][CH:16]=[CH:15][CH:14]=2)[CH2:21][OH:22])[CH2:3]1. Given the reactants [CH3:1][C:2]1([CH3:12])[C:10]2[C:5](=[CH:6][CH:7]=[CH:8][CH:9]=2)[C:4](=O)[CH2:3]1.[C:13]1([C@H:19]([CH2:21][OH:22])[NH2:20])[CH:18]=[CH:17][CH:16]=[CH:15][CH:14]=1.O.C1(C)C=CC(S(O)(=O)=O)=CC=1.CC(O)=O.[BH4-].[Na+], predict the reaction product. (3) Given the reactants C([N:8]1[CH2:13][CH2:12][C:11]2[N:14]([C:17]3[CH:22]=[CH:21][CH:20]=[CH:19][N:18]=3)[CH:15]=[N:16][C:10]=2[CH2:9]1)C1C=CC=CC=1.ClC(OC(Cl)C)=O, predict the reaction product. The product is: [N:18]1[CH:19]=[CH:20][CH:21]=[CH:22][C:17]=1[N:14]1[C:11]2[CH2:12][CH2:13][NH:8][CH2:9][C:10]=2[N:16]=[CH:15]1. (4) Given the reactants [F:1][C:2]1[CH:7]=[CH:6][C:5]([N:8]2[CH2:12][CH2:11][CH:10]([C:13]([OH:15])=O)[C:9]2=[O:16])=[CH:4][CH:3]=1.CCN=C=NCCCN(C)C.C1C=CC2N(O)N=NC=2C=1.[F:38][C:39]1[CH:40]=[C:41]([CH:43]=[CH:44][C:45]=1[O:46][C:47]1[CH:52]=[CH:51][N:50]=[C:49]2[CH:53]=[CH:54][S:55][C:48]=12)[NH2:42].CCN(CC)CC, predict the reaction product. The product is: [F:38][C:39]1[CH:40]=[C:41]([NH:42][C:13]([CH:10]2[CH2:11][CH2:12][N:8]([C:5]3[CH:4]=[CH:3][C:2]([F:1])=[CH:7][CH:6]=3)[C:9]2=[O:16])=[O:15])[CH:43]=[CH:44][C:45]=1[O:46][C:47]1[CH:52]=[CH:51][N:50]=[C:49]2[CH:53]=[CH:54][S:55][C:48]=12. (5) Given the reactants [Br:1][C:2]1[CH:3]=[CH:4][C:5]([C:8]([OH:10])=O)=[N:6][CH:7]=1.C(N1C=CN=C1)(N1C=CN=C1)=O.[C:23](=[N:26]O)([NH2:25])[CH3:24], predict the reaction product. The product is: [Br:1][C:2]1[CH:3]=[CH:4][C:5]([C:8]2[O:10][N:26]=[C:23]([CH3:24])[N:25]=2)=[N:6][CH:7]=1. (6) The product is: [Cl:20][CH2:21][C:22]([O:15][C:14]1[C:2]([CH3:1])=[C:3]2[C:11](=[C:12]([CH3:17])[C:13]=1[CH3:16])[O:10][C:6]1([CH2:7][CH2:8][CH2:9]1)[CH2:5][CH2:4]2)=[O:23]. Given the reactants [CH3:1][C:2]1[C:14]([OH:15])=[C:13]([CH3:16])[C:12]([CH3:17])=[C:11]2[C:3]=1[CH2:4][CH2:5][C:6]1([O:10]2)[CH2:9][CH2:8][CH2:7]1.[OH-].[Na+].[Cl:20][CH2:21][C:22](Cl)=[O:23], predict the reaction product. (7) The product is: [CH2:1]([NH:5][C:8]1[CH:7]=[CH:9][CH:14]=[CH:12][CH:13]=1)[CH:2]([CH3:4])[CH3:3]. Given the reactants [CH2:1]([NH2:5])[CH:2]([CH3:4])[CH3:3].C(Cl)(=O)[CH:7]([CH3:9])[CH3:8].[CH:12]1(C(Cl)=O)[CH2:14][CH2:13]1, predict the reaction product. (8) Given the reactants [CH3:1][N:2]([CH3:15])[C:3]([C:5]1[C:9]2[CH:10]=[C:11](Br)[CH:12]=[CH:13][C:8]=2[O:7][CH:6]=1)=[O:4].[CH2:16]([N:23]1[C@H:28]([CH3:29])[CH2:27][NH:26][CH2:25][C@@H:24]1[CH3:30])[C:17]1[CH:22]=[CH:21][CH:20]=[CH:19][CH:18]=1.CC(C)([O-])C.[Na+].C([O-])([O-])=O.[K+].[K+], predict the reaction product. The product is: [CH3:1][N:2]([CH3:15])[C:3]([C:5]1[C:9]2[CH:10]=[C:11]([N:26]3[CH2:27][C@H:28]([CH3:29])[N:23]([CH2:16][C:17]4[CH:22]=[CH:21][CH:20]=[CH:19][CH:18]=4)[C@H:24]([CH3:30])[CH2:25]3)[CH:12]=[CH:13][C:8]=2[O:7][CH:6]=1)=[O:4].